From a dataset of Reaction yield outcomes from USPTO patents with 853,638 reactions. Predict the reaction yield, written as a fraction of the theoretical maximum amount of product (1.0 means a 100% yield; for example, 0.34 means a 34% yield). (1) The reactants are [C:1]([O:5][C:6]([N:8]1[C:13]2[CH:14]=[C:15]([Cl:26])[C:16]([NH:18][C:19]([O:21][C:22]([CH3:25])([CH3:24])[CH3:23])=[O:20])=[CH:17][C:12]=2[O:11][CH:10]([C:27]([N:29]2[CH2:34][CH2:33][C:32]([C:43]#[N:44])([CH2:35][C:36]3[CH:41]=[CH:40][C:39]([F:42])=[CH:38][CH:37]=3)[CH2:31][CH2:30]2)=[O:28])[CH2:9]1)=[O:7])([CH3:4])([CH3:3])[CH3:2].[H-].[Na+].[CH3:47]I. The catalyst is CN(C=O)C. The product is [C:1]([O:5][C:6]([N:8]1[C:13]2[CH:14]=[C:15]([Cl:26])[C:16]([N:18]([C:19]([O:21][C:22]([CH3:24])([CH3:25])[CH3:23])=[O:20])[CH3:47])=[CH:17][C:12]=2[O:11][CH:10]([C:27]([N:29]2[CH2:34][CH2:33][C:32]([C:43]#[N:44])([CH2:35][C:36]3[CH:41]=[CH:40][C:39]([F:42])=[CH:38][CH:37]=3)[CH2:31][CH2:30]2)=[O:28])[CH2:9]1)=[O:7])([CH3:2])([CH3:3])[CH3:4]. The yield is 0.732. (2) The reactants are B(F)(F)F.CCOCC.[C:10]([C:14]1[CH:15]=[C:16]([C:20]2(O)[CH2:25][CH2:24][C:23](=[CH2:26])[CH2:22][CH2:21]2)[CH:17]=[CH:18][CH:19]=1)([CH3:13])([CH3:12])[CH3:11].[N:28]([Si](C)(C)C)=[N+:29]=[N-:30].C(OCC)(=O)C. The catalyst is C(OCC)C.[Cl-].[NH4+]. The product is [N:28]([C:20]1([C:16]2[CH:17]=[CH:18][CH:19]=[C:14]([C:10]([CH3:13])([CH3:12])[CH3:11])[CH:15]=2)[CH2:25][CH2:24][C:23](=[CH2:26])[CH2:22][CH2:21]1)=[N+:29]=[N-:30]. The yield is 0.370. (3) The reactants are [CH3:1][O:2][C:3]([C:5]1([C:8]2[CH:13]=[C:12]([I:14])[C:11]([OH:15])=[C:10]([I:16])[CH:9]=2)[CH2:7][CH2:6]1)=[O:4].Cl[CH2:18][C:19]([CH3:21])=[CH2:20].C([O-])([O-])=O.[K+].[K+]. The catalyst is CC(C)=O.[Na+].[I-]. The product is [CH3:1][O:2][C:3]([C:5]1([C:8]2[CH:9]=[C:10]([I:16])[C:11]([O:15][CH2:20][C:19]([CH3:21])=[CH2:18])=[C:12]([I:14])[CH:13]=2)[CH2:7][CH2:6]1)=[O:4]. The yield is 0.970. (4) The reactants are [F:1][C:2]1[CH:7]=[CH:6][N:5]=[C:4]2[N:8]([Si](C(C)C)(C(C)C)C(C)C)[CH:9]=[CH:10][C:3]=12.[Li]C(CC)C.[F:26]N(S(C1C=CC=CC=1)(=O)=O)S(C1C=CC=CC=1)(=O)=O.[Cl-].[NH4+].CCCC[N+](CCCC)(CCCC)CCCC.[F-]. The catalyst is C1COCC1.C(OCC)(=O)C.O. The product is [F:1][C:2]1[C:7]([F:26])=[CH:6][N:5]=[C:4]2[NH:8][CH:9]=[CH:10][C:3]=12. The yield is 0.600. (5) The reactants are CC([PH+](C(C)(C)C)CCCS([O-])(=O)=O)(C)C.Br[C:18]1[CH:39]=[C:38]2[C:21]([CH2:22][C:23]3([C:31]42[N:35]=[C:34]([NH2:36])[C:33]([CH3:37])=[N:32]4)[CH2:28][CH2:27][C:26]([F:30])([F:29])[CH2:25][CH2:24]3)=[CH:20][CH:19]=1.[Cl:40][C:41]1[CH:42]=[C:43](B(O)O)[CH:44]=[N:45][CH:46]=1.C([O-])([O-])=O.[K+].[K+]. The catalyst is CC1CCCO1.[Na+].[Na+].Cl[Pd+2](Cl)(Cl)Cl.O. The product is [Cl:40][C:41]1[CH:42]=[C:43]([C:18]2[CH:39]=[C:38]3[C:21]([CH2:22][C:23]4([C:31]53[N:35]=[C:34]([NH2:36])[C:33]([CH3:37])=[N:32]5)[CH2:24][CH2:25][C:26]([F:30])([F:29])[CH2:27][CH2:28]4)=[CH:20][CH:19]=2)[CH:44]=[N:45][CH:46]=1. The yield is 0.380. (6) The reactants are [CH2:1]([O:8][C:9]1[CH:10]=[C:11]([CH:14]=[CH:15][CH:16]=1)[CH2:12][OH:13])[C:2]1[CH:7]=[CH:6][CH:5]=[CH:4][CH:3]=1.C(=O)([O-])O.[Na+].[I:22]Cl. The catalyst is CO.ClCCl. The product is [CH2:1]([O:8][C:9]1[CH:16]=[CH:15][C:14]([I:22])=[C:11]([CH:10]=1)[CH2:12][OH:13])[C:2]1[CH:3]=[CH:4][CH:5]=[CH:6][CH:7]=1. The yield is 0.710.